The task is: Predict which catalyst facilitates the given reaction.. This data is from Catalyst prediction with 721,799 reactions and 888 catalyst types from USPTO. (1) Reactant: [Cl:1][C:2]1[C:3]([C:32]#[N:33])=[C:4]([C:21]2[CH:22]=[N:23][C:24]([C:27]([N:29]([CH3:31])[CH3:30])=[O:28])=[CH:25][CH:26]=2)[C:5]([O:18][CH2:19][CH3:20])=[C:6]([CH:8]([NH:10]C(=O)OC(C)(C)C)[CH3:9])[CH:7]=1.Cl. Product: [NH2:10][CH:8]([C:6]1[C:5]([O:18][CH2:19][CH3:20])=[C:4]([C:21]2[CH:26]=[CH:25][C:24]([C:27]([N:29]([CH3:30])[CH3:31])=[O:28])=[N:23][CH:22]=2)[C:3]([C:32]#[N:33])=[C:2]([Cl:1])[CH:7]=1)[CH3:9]. The catalyst class is: 12. (2) Reactant: C(OC(=O)[NH:7][C@:8]1([C:13](=[O:24])[NH:14][S:15]([C:18]2([CH2:21][O:22][CH3:23])[CH2:20][CH2:19]2)(=[O:17])=[O:16])[CH2:10][C@H:9]1[CH:11]=[CH2:12])(C)(C)C.[C:26]([OH:32])([C:28]([F:31])([F:30])[F:29])=[O:27]. The catalyst class is: 2. Product: [F:29][C:28]([F:31])([F:30])[C:26]([OH:32])=[O:27].[NH2:7][C@:8]1([C:13]([NH:14][S:15]([C:18]2([CH2:21][O:22][CH3:23])[CH2:20][CH2:19]2)(=[O:17])=[O:16])=[O:24])[CH2:10][C@H:9]1[CH:11]=[CH2:12]. (3) Reactant: [Cl:1][C:2]1[C:7](=[O:8])[N:6]([CH2:9][C:10]([NH:12][CH2:13][C:14]2[CH:19]=[CH:18][N:17]=[CH:16][C:15]=2[OH:20])=[O:11])[N:5]=[CH:4][C:3]=1[NH:21][C@@H:22]1[CH2:27][C@@H:26]2[CH2:28][C@@H:24]([C:25]2([CH3:30])[CH3:29])[C@H:23]1[CH3:31].Br[CH2:33][C:34]([O:36][CH2:37][CH3:38])=[O:35].C(=O)([O-])[O-].[K+].[K+].[Cl-].[NH4+]. Product: [CH2:37]([O:36][C:34](=[O:35])[CH2:33][O:20][C:15]1[CH:16]=[N:17][CH:18]=[CH:19][C:14]=1[CH2:13][NH:12][C:10](=[O:11])[CH2:9][N:6]1[C:7](=[O:8])[C:2]([Cl:1])=[C:3]([NH:21][C@@H:22]2[CH2:27][C@@H:26]3[CH2:28][C@@H:24]([C:25]3([CH3:30])[CH3:29])[C@H:23]2[CH3:31])[CH:4]=[N:5]1)[CH3:38]. The catalyst class is: 21. (4) Reactant: [CH:1]1([OH:6])[CH2:5][CH2:4][CH:3]=[CH:2]1.C(N(CC)CC)C.ClCCl.[C:17](Cl)(=[O:21])[C:18]([CH3:20])=[CH2:19]. Product: [C:17]([O:6][CH:1]1[CH2:5][CH2:4][CH:3]=[CH:2]1)(=[O:21])[C:18]([CH3:20])=[CH2:19]. The catalyst class is: 6. (5) Reactant: [C:1]([C:4]1[C:12]2[C:7](=[CH:8][CH:9]=[C:10]([C:13]3[CH:14]=[N:15][C:16]([O:19][CH3:20])=[N:17][CH:18]=3)[CH:11]=2)[N:6]([CH2:21][C:22]([O:24]C(C)(C)C)=[O:23])[CH:5]=1)(=[O:3])[CH3:2]. Product: [C:1]([C:4]1[C:12]2[C:7](=[CH:8][CH:9]=[C:10]([C:13]3[CH:14]=[N:15][C:16]([O:19][CH3:20])=[N:17][CH:18]=3)[CH:11]=2)[N:6]([CH2:21][C:22]([OH:24])=[O:23])[CH:5]=1)(=[O:3])[CH3:2]. The catalyst class is: 89. (6) Reactant: [CH2:1]([NH2:8])[C:2]1[CH:7]=[CH:6][CH:5]=[CH:4][CH:3]=1.[Br:9][C:10]1[CH:11]=[C:12]([S:16](Cl)(=[O:18])=[O:17])[CH:13]=[CH:14][CH:15]=1.O. Product: [CH2:1]([NH:8][S:16]([C:12]1[CH:13]=[CH:14][CH:15]=[C:10]([Br:9])[CH:11]=1)(=[O:18])=[O:17])[C:2]1[CH:7]=[CH:6][CH:5]=[CH:4][CH:3]=1. The catalyst class is: 1. (7) Reactant: [CH2:1]([CH:8]1[C:16]2[C:11](=[CH:12][CH:13]=[C:14]([O:17]C)[CH:15]=2)[C:10](=[O:19])[N:9]1C(OC(C)(C)C)=O)[C:2]1[CH:7]=[CH:6][CH:5]=[CH:4][CH:3]=1.B(Br)(Br)Br.N#N. Product: [CH2:1]([CH:8]1[C:16]2[C:11](=[CH:12][CH:13]=[C:14]([OH:17])[CH:15]=2)[C:10](=[O:19])[NH:9]1)[C:2]1[CH:3]=[CH:4][CH:5]=[CH:6][CH:7]=1. The catalyst class is: 4.